The task is: Predict the product of the given reaction.. This data is from Forward reaction prediction with 1.9M reactions from USPTO patents (1976-2016). (1) Given the reactants [C:1]([O:5][C:6]([N:8]1[CH:13]([CH2:14][CH3:15])[CH2:12][CH:11]([NH2:16])[CH2:10][CH:9]1[CH2:17][C:18]1[CH:23]=[CH:22][CH:21]=[CH:20][CH:19]=1)=[O:7])([CH3:4])([CH3:3])[CH3:2].[CH2:24]([O:26][C:27]([C:29]1[N:30]=[C:31](Cl)[O:32][CH:33]=1)=[O:28])[CH3:25].C(N(CC)C(C)C)(C)C.O, predict the reaction product. The product is: [C:1]([O:5][C:6]([N:8]1[CH:13]([CH2:14][CH3:15])[CH2:12][CH:11]([NH:16][C:31]2[O:32][CH:33]=[C:29]([C:27]([O:26][CH2:24][CH3:25])=[O:28])[N:30]=2)[CH2:10][CH:9]1[CH2:17][C:18]1[CH:19]=[CH:20][CH:21]=[CH:22][CH:23]=1)=[O:7])([CH3:2])([CH3:3])[CH3:4]. (2) Given the reactants [F:1][C:2]1[CH:7]=[CH:6][C:5]([C:8]2[CH:16]=[CH:15][CH:14]=[C:13]3[C:9]=2[CH2:10][C:11](=[O:17])[NH:12]3)=[CH:4][CH:3]=1.[CH3:18][C:19]1[C:23]([C:24]([N:26]2[CH2:31][CH2:30][N:29]([CH3:32])[CH2:28][CH2:27]2)=[O:25])=[C:22]([CH3:33])[NH:21][C:20]=1[CH:34]=O, predict the reaction product. The product is: [CH3:18][C:19]1[C:23]([C:24]([N:26]2[CH2:27][CH2:28][N:29]([CH3:32])[CH2:30][CH2:31]2)=[O:25])=[C:22]([CH3:33])[NH:21][C:20]=1[CH:34]=[C:10]1[C:9]2[C:13](=[CH:14][CH:15]=[CH:16][C:8]=2[C:5]2[CH:4]=[CH:3][C:2]([F:1])=[CH:7][CH:6]=2)[NH:12][C:11]1=[O:17]. (3) Given the reactants C([O:5][C:6]([N:8]1[CH2:13][C@@H:12]2[CH2:14][C@H:9]1[CH2:10][N:11]2[C:15]([C@@:17]12[CH2:24][CH2:23][CH2:22][C@@H:21]1[CH2:20][C@@H:19]([N:25](C(=O)C(F)(F)F)[C@@H:26]1[C@H:31]([O:32][CH3:33])[CH2:30][O:29][CH2:28][CH2:27]1)[CH2:18]2)=[O:16])=[O:7])(C)(C)C.[BH4-].[Na+].O.C([O-])([O-])=O.[Na+].[Na+], predict the reaction product. The product is: [C:6]([N:8]1[CH2:13][C@@H:12]2[CH2:14][C@H:9]1[CH2:10][N:11]2[C:15]([C@@:17]12[CH2:24][CH2:23][CH2:22][C@@H:21]1[CH2:20][C@@H:19]([NH:25][C@@H:26]1[C@H:31]([O:32][CH3:33])[CH2:30][O:29][CH2:28][CH2:27]1)[CH2:18]2)=[O:16])([OH:7])=[O:5]. (4) Given the reactants [CH:1]1([N:4]2[CH2:9][CH2:8][NH:7][CH2:6][CH2:5]2)[CH2:3][CH2:2]1.Cl[C:11]1[N:16]=[CH:15][C:14]([C:17](=[O:19])[CH3:18])=[CH:13][CH:12]=1.CS(C)=O, predict the reaction product. The product is: [CH:1]1([N:4]2[CH2:9][CH2:8][N:7]([C:11]3[N:16]=[CH:15][C:14]([C:17](=[O:19])[CH3:18])=[CH:13][CH:12]=3)[CH2:6][CH2:5]2)[CH2:3][CH2:2]1. (5) Given the reactants [NH:1]1[C:9]2[C:4](=[CH:5][CH:6]=[CH:7][CH:8]=2)[C:3]([CH2:10][C@H:11]([NH:28]C(=O)OC(C)(C)C)[CH2:12][O:13][C:14]2[CH:15]=[N:16][CH:17]=[C:18](/[CH:20]=[CH:21]/[C:22]3[CH:27]=[CH:26][N:25]=[CH:24][CH:23]=3)[CH:19]=2)=[CH:2]1.Cl, predict the reaction product. The product is: [NH:1]1[C:9]2[C:4](=[CH:5][CH:6]=[CH:7][CH:8]=2)[C:3]([CH2:10][C@H:11]([NH2:28])[CH2:12][O:13][C:14]2[CH:15]=[N:16][CH:17]=[C:18](/[CH:20]=[CH:21]/[C:22]3[CH:23]=[CH:24][N:25]=[CH:26][CH:27]=3)[CH:19]=2)=[CH:2]1. (6) Given the reactants [Cl:1][C:2]1[CH:27]=[C:26]([C:28]([OH:31])([CH3:30])[CH3:29])[CH:25]=[CH:24][C:3]=1[CH2:4][N:5]1[C:13]2[C:8](=[CH:9][C:10]([CH:14]=[C:15]3[S:19][C:18](SCC)=[N:17][C:16]3=[O:23])=[CH:11][CH:12]=2)[CH:7]=[N:6]1.[C:32]([O:36][C:37]([N:39]1[CH2:44][CH2:43][NH:42][CH2:41][C@@H:40]1[CH2:45][OH:46])=[O:38])([CH3:35])([CH3:34])[CH3:33], predict the reaction product. The product is: [C:32]([O:36][C:37]([N:39]1[CH2:44][CH2:43][N:42]([C:18]2[S:19][C:15](=[CH:14][C:10]3[CH:9]=[C:8]4[C:13](=[CH:12][CH:11]=3)[N:5]([CH2:4][C:3]3[CH:24]=[CH:25][C:26]([C:28]([OH:31])([CH3:29])[CH3:30])=[CH:27][C:2]=3[Cl:1])[N:6]=[CH:7]4)[C:16](=[O:23])[N:17]=2)[CH2:41][C@@H:40]1[CH2:45][OH:46])=[O:38])([CH3:35])([CH3:34])[CH3:33].